This data is from Full USPTO retrosynthesis dataset with 1.9M reactions from patents (1976-2016). The task is: Predict the reactants needed to synthesize the given product. (1) Given the product [C:25]([O:24][C:22](=[O:23])[NH:10][CH2:9][C:8]1[CH:7]=[CH:6][C:5]([N+:2]([O-:4])=[O:3])=[CH:12][CH:11]=1)([CH3:28])([CH3:27])[CH3:26], predict the reactants needed to synthesize it. The reactants are: Cl.[N+:2]([C:5]1[CH:12]=[CH:11][C:8]([CH2:9][NH2:10])=[CH:7][CH:6]=1)([O-:4])=[O:3].CN(C1C=CC=CN=1)C.[C:22](O[C:22]([O:24][C:25]([CH3:28])([CH3:27])[CH3:26])=[O:23])([O:24][C:25]([CH3:28])([CH3:27])[CH3:26])=[O:23].C(N(CC)CC)C. (2) Given the product [C:9]1([CH2:15][N:16]2[CH2:20][CH:19]3[C:18]([C:21]4[CH:26]=[CH:25][C:24]([C:27]([F:29])([F:30])[F:28])=[CH:23][N:22]=4)([CH2:4]3)[CH2:17]2)[CH:14]=[CH:13][CH:12]=[CH:11][CH:10]=1, predict the reactants needed to synthesize it. The reactants are: [H-].[Na+].[I-].[CH3:4][S+](C)(C)=O.[C:9]1([CH2:15][N:16]2[CH2:20][CH:19]=[C:18]([C:21]3[CH:26]=[CH:25][C:24]([C:27]([F:30])([F:29])[F:28])=[CH:23][N:22]=3)[CH2:17]2)[CH:14]=[CH:13][CH:12]=[CH:11][CH:10]=1.[Cl-].[NH4+]. (3) Given the product [ClH:10].[CH:1]1([N:4]2[CH2:9][CH2:8][N:7]([C:11]3[N:12]=[N:13][C:14]([C:17]4[CH:18]=[CH:19][CH:20]=[CH:21][CH:22]=4)=[CH:15][CH:16]=3)[CH2:6][CH2:5]2)[CH2:3][CH2:2]1, predict the reactants needed to synthesize it. The reactants are: [CH:1]1([N:4]2[CH2:9][CH2:8][NH:7][CH2:6][CH2:5]2)[CH2:3][CH2:2]1.[Cl:10][C:11]1[N:12]=[N:13][C:14]([C:17]2[CH:22]=[CH:21][CH:20]=[CH:19][CH:18]=2)=[CH:15][CH:16]=1.